Dataset: Forward reaction prediction with 1.9M reactions from USPTO patents (1976-2016). Task: Predict the product of the given reaction. (1) Given the reactants [N:1]1([C:8]2[CH:13]=[CH:12][C:11]([C:14]3[NH:23][C:22](=[O:24])[C:21]4[C:16](=[CH:17][C:18]([O:27][CH3:28])=[CH:19][C:20]=4[O:25][CH3:26])[N:15]=3)=[CH:10][CH:9]=2)[CH2:7][CH2:6][CH2:5][NH:4][CH2:3][CH2:2]1.CI.[CH3:31]CN(C(C)C)C(C)C, predict the reaction product. The product is: [CH3:26][O:25][C:20]1[CH:19]=[C:18]([O:27][CH3:28])[CH:17]=[C:16]2[C:21]=1[C:22](=[O:24])[NH:23][C:14]([C:11]1[CH:12]=[CH:13][C:8]([N:1]3[CH2:7][CH2:6][CH2:5][N:4]([CH3:31])[CH2:3][CH2:2]3)=[CH:9][CH:10]=1)=[N:15]2. (2) Given the reactants [Cl:1][C:2]1[CH:7]=[CH:6][CH:5]=[CH:4][C:3]=1[N:8]1[N:12]=[C:11]([NH2:13])[CH:10]=[N:9]1.[F:14][C:15]([F:26])([F:25])[C:16]1[CH:24]=[CH:23][CH:22]=[CH:21][C:17]=1[C:18](Cl)=[O:19].C(N(CC)CC)C, predict the reaction product. The product is: [Cl:1][C:2]1[CH:7]=[CH:6][CH:5]=[CH:4][C:3]=1[N:8]1[N:12]=[C:11]([NH:13][C:18](=[O:19])[C:17]2[CH:21]=[CH:22][CH:23]=[CH:24][C:16]=2[C:15]([F:14])([F:25])[F:26])[CH:10]=[N:9]1.